This data is from Forward reaction prediction with 1.9M reactions from USPTO patents (1976-2016). The task is: Predict the product of the given reaction. (1) Given the reactants [Si]([O:8][C:9]1[CH:18]=[CH:17][CH:16]=[C:15]2[C:10]=1[CH:11]=[CH:12][C:13]([NH:19][C:20]1[C:28]3[C:23](=[CH:24][N:25]=[CH:26][CH:27]=3)[O:22][C:21]=1[C:29](=O)[CH2:30][CH2:31][CH2:32][O:33][CH3:34])=[CH:14]2)(C(C)(C)C)(C)C.[NH2:36][NH2:37].O, predict the reaction product. The product is: [N:36](=[C:29](/[C:21]1[O:22][C:23]2=[CH:24][N:25]=[CH:26][CH:27]=[C:28]2[C:20]=1[NH:19][C:13]1[CH:14]=[C:15]2[C:10](=[CH:11][CH:12]=1)[C:9]([OH:8])=[CH:18][CH:17]=[CH:16]2)\[CH2:30][CH2:31][CH2:32][O:33][CH3:34])\[NH2:37]. (2) Given the reactants [NH2:1][C:2]1[CH:11]=[C:10]([Cl:12])[CH:9]=[CH:8][C:3]=1[C:4]([O:6]C)=[O:5].CCN(C(C)C)C(C)C.[Cl:22][C:23]1[S:24][C:25]([Cl:31])=[CH:26][C:27]=1[C:28](O)=[O:29].O=P(Cl)(Cl)Cl.NCCNCCN.CCN(C(C1C=CC=C(C)C=1)=O)CC.[OH-], predict the reaction product. The product is: [Cl:12][C:10]1[CH:9]=[CH:8][C:3]([C:4]([OH:6])=[O:5])=[C:2]([NH:1][C:28]([C:27]2[CH:26]=[C:25]([Cl:31])[S:24][C:23]=2[Cl:22])=[O:29])[CH:11]=1. (3) Given the reactants [NH2:1][C:2]1[CH:3]=[C:4]([NH:9][S:10]([CH:13]2[CH2:15][CH2:14]2)(=[O:12])=[O:11])[C:5]([Cl:8])=[N:6][CH:7]=1.F[C:17]1[C:22]([C:23]2[N:28]=[C:27]([CH3:29])[N:26]=[C:25]([NH2:30])[N:24]=2)=[CH:21][CH:20]=[CH:19][N:18]=1.C[Si]([N-][Si](C)(C)C)(C)C.[Na+].C1COCC1.[NH4+].[Cl-], predict the reaction product. The product is: [NH2:30][C:25]1[N:26]=[C:27]([CH3:29])[N:28]=[C:23]([C:22]2[C:17]([NH:1][C:2]3[CH:3]=[C:4]([NH:9][S:10]([CH:13]4[CH2:15][CH2:14]4)(=[O:12])=[O:11])[C:5]([Cl:8])=[N:6][CH:7]=3)=[N:18][CH:19]=[CH:20][CH:21]=2)[N:24]=1. (4) Given the reactants [C:1]([Si:5]([CH3:21])([CH3:20])[O:6][C@H:7]1[CH2:12][CH2:11][C@H:10]([N:13]2[CH2:18][CH2:17][CH2:16][CH2:15][C:14]2=[O:19])[CH2:9][CH2:8]1)([CH3:4])([CH3:3])[CH3:2].[Li+].CC([N-]C(C)C)C.[Br:30][C:31]1[CH:36]=[CH:35][C:34]([CH2:37]Br)=[C:33]([Cl:39])[CH:32]=1, predict the reaction product. The product is: [Br:30][C:31]1[CH:36]=[CH:35][C:34]([CH2:37][CH:15]2[CH2:16][CH2:17][CH2:18][N:13]([C@H:10]3[CH2:9][CH2:8][C@H:7]([O:6][Si:5]([C:1]([CH3:4])([CH3:3])[CH3:2])([CH3:21])[CH3:20])[CH2:12][CH2:11]3)[C:14]2=[O:19])=[C:33]([Cl:39])[CH:32]=1.